The task is: Predict the reactants needed to synthesize the given product.. This data is from Full USPTO retrosynthesis dataset with 1.9M reactions from patents (1976-2016). (1) Given the product [C:1]([C:3]1([C:4]2[CH:5]=[C:6]([CH:11]=[CH:12][CH:13]=2)[C:7]([O:9][CH3:10])=[O:8])[CH2:21][CH2:20][CH2:19][CH2:18][CH2:17]1)#[N:2], predict the reactants needed to synthesize it. The reactants are: [C:1]([CH2:3][C:4]1[CH:5]=[C:6]([CH:11]=[CH:12][CH:13]=1)[C:7]([O:9][CH3:10])=[O:8])#[N:2].[H-].[Na+].Br[CH2:17][CH2:18][CH2:19][CH2:20][CH2:21]Br. (2) Given the product [OH:1][C:2]1[CH:3]=[C:4]([C:8]2[N:9]=[C:10]([N:27]3[CH2:28][CH2:29][O:30][CH2:31][CH2:32]3)[C:11]3[N:16]=[N:15][N:14]([CH2:17][C:18]4[CH:19]=[CH:20][C:21]([C:22]([NH:33][C:34]5[CH:39]=[CH:38][C:37]([N:40]6[CH2:45][CH2:44][N:43]([C:46]([O:48][C:49]([CH3:52])([CH3:51])[CH3:50])=[O:47])[CH2:42][CH2:41]6)=[CH:36][CH:35]=5)=[O:23])=[CH:25][CH:26]=4)[C:12]=3[N:13]=2)[CH:5]=[CH:6][CH:7]=1, predict the reactants needed to synthesize it. The reactants are: [OH:1][C:2]1[CH:3]=[C:4]([C:8]2[N:9]=[C:10]([N:27]3[CH2:32][CH2:31][O:30][CH2:29][CH2:28]3)[C:11]3[N:16]=[N:15][N:14]([CH2:17][C:18]4[CH:26]=[CH:25][C:21]([C:22](O)=[O:23])=[CH:20][CH:19]=4)[C:12]=3[N:13]=2)[CH:5]=[CH:6][CH:7]=1.[NH2:33][C:34]1[CH:39]=[CH:38][C:37]([N:40]2[CH2:45][CH2:44][N:43]([C:46]([O:48][C:49]([CH3:52])([CH3:51])[CH3:50])=[O:47])[CH2:42][CH2:41]2)=[CH:36][CH:35]=1. (3) Given the product [OH:8][CH2:9][CH2:10][CH2:11][CH2:12][CH2:13][CH2:14][CH2:15][CH2:16][CH2:17][CH2:18][CH2:19][CH2:20][C:21]1[C:22]([O:44][CH3:45])=[C:23]2[C:28](=[CH:29][C:30]=1[O:31][CH3:32])[O:27][C:26]([C:33]1[CH:38]=[CH:37][C:36]([O:39][CH3:40])=[C:35]([O:41][CH3:42])[CH:34]=1)=[CH:25][C:24]2=[O:43], predict the reactants needed to synthesize it. The reactants are: C([O:8][CH2:9][CH2:10][CH2:11][CH2:12][CH2:13][CH2:14][CH2:15][CH2:16][CH2:17][CH2:18][C:19]#[C:20][C:21]1[C:22]([O:44][CH3:45])=[C:23]2[C:28](=[CH:29][C:30]=1[O:31][CH3:32])[O:27][C:26]([C:33]1[CH:38]=[CH:37][C:36]([O:39][CH3:40])=[C:35]([O:41][CH3:42])[CH:34]=1)=[CH:25][C:24]2=[O:43])C1C=CC=CC=1. (4) Given the product [F:37][C:38]([F:43])([F:42])[C:39]([OH:41])=[O:40].[F:37][C:38]([F:43])([F:42])[C:39]([OH:41])=[O:40].[NH:25]1[CH2:24][CH:23]([CH2:22][N:19]2[CH2:18][CH2:17][CH:16]([C:14]3[O:13][N:12]=[C:11]([N:9]4[C:10]5[C:6](=[CH:5][CH:4]=[CH:3][C:2]=5[F:1])[C:7]([CH:34]([CH3:36])[CH3:35])=[N:8]4)[N:15]=3)[CH2:21][CH2:20]2)[CH2:26]1, predict the reactants needed to synthesize it. The reactants are: [F:1][C:2]1[CH:3]=[CH:4][CH:5]=[C:6]2[C:10]=1[N:9]([C:11]1[N:15]=[C:14]([CH:16]3[CH2:21][CH2:20][N:19]([CH2:22][CH:23]4[CH2:26][N:25](C(OC(C)(C)C)=O)[CH2:24]4)[CH2:18][CH2:17]3)[O:13][N:12]=1)[N:8]=[C:7]2[CH:34]([CH3:36])[CH3:35].[F:37][C:38]([F:43])([F:42])[C:39]([OH:41])=[O:40]. (5) Given the product [CH3:15][S:10][C:8]1[NH:7][C:6](=[O:11])[CH:5]=[C:4]([CH2:1][CH2:2][CH3:3])[N:9]=1, predict the reactants needed to synthesize it. The reactants are: [CH2:1]([C:4]1[NH:9][C:8](=[S:10])[NH:7][C:6](=[O:11])[CH:5]=1)[CH2:2][CH3:3].[OH-].[Na+].I[CH3:15]. (6) Given the product [Br:1][C:2]1[CH:7]=[C:6]([NH:8][C:9](=[O:15])[C:10]([OH:14])([CH:11]([CH3:13])[CH3:12])[CH2:18][CH2:19][CH3:20])[CH:5]=[C:4]([O:16][CH3:17])[N:3]=1, predict the reactants needed to synthesize it. The reactants are: [Br:1][C:2]1[CH:7]=[C:6]([NH:8][C:9](=[O:15])[C:10](=[O:14])[CH:11]([CH3:13])[CH3:12])[CH:5]=[C:4]([O:16][CH3:17])[N:3]=1.[CH2:18](Br)[CH2:19][CH3:20].[Mg].[Mg+2].[Br-].[Mg+2].[Br-].[Br-].[Br-].[Cl-].[NH4+]. (7) Given the product [CH:2]([C@H:15]1[C@@H:20]([O:21][CH2:22][C:23]2[CH:24]=[CH:25][C:26]([C:29]([F:32])([F:30])[F:31])=[CH:27][CH:28]=2)[CH2:19][CH2:18][N:17]([C:38](=[O:39])[C:37]2[CH:41]=[C:42]([C:44]([F:45])([F:46])[F:47])[CH:43]=[C:35]([C:34]([F:33])([F:48])[F:49])[CH:36]=2)[CH2:16]1)([C:9]1[CH:10]=[CH:11][CH:12]=[CH:13][CH:14]=1)[C:3]1[CH:4]=[CH:5][CH:6]=[CH:7][CH:8]=1, predict the reactants needed to synthesize it. The reactants are: Cl.[CH:2]([C@H:15]1[C@@H:20]([O:21][CH2:22][C:23]2[CH:28]=[CH:27][C:26]([C:29]([F:32])([F:31])[F:30])=[CH:25][CH:24]=2)[CH2:19][CH2:18][NH:17][CH2:16]1)([C:9]1[CH:14]=[CH:13][CH:12]=[CH:11][CH:10]=1)[C:3]1[CH:8]=[CH:7][CH:6]=[CH:5][CH:4]=1.[F:33][C:34]([F:49])([F:48])[C:35]1[CH:36]=[C:37]([CH:41]=[C:42]([C:44]([F:47])([F:46])[F:45])[CH:43]=1)[C:38](O)=[O:39].